This data is from Full USPTO retrosynthesis dataset with 1.9M reactions from patents (1976-2016). The task is: Predict the reactants needed to synthesize the given product. (1) Given the product [OH:21][C:4]1[C:5]([C:12]([NH:14][CH2:15][C:16]([OH:18])=[O:17])=[O:13])=[C:6]2[C:11](=[C:2]([C:27]3[N:28]=[CH:29][S:30][CH:31]=3)[CH:3]=1)[N:10]=[CH:9][CH:8]=[N:7]2, predict the reactants needed to synthesize it. The reactants are: Br[C:2]1[CH:3]=[C:4]([OH:21])[C:5]([C:12]([NH:14][CH2:15][C:16]([O:18]CC)=[O:17])=[O:13])=[C:6]2[C:11]=1[N:10]=[CH:9][CH:8]=[N:7]2.C([Sn](CCCC)(CCCC)[C:27]1[N:28]=[CH:29][S:30][CH:31]=1)CCC.[OH-].[Na+]. (2) Given the product [Cl:28][C:22]1[CH:21]=[C:20]([C:17]2[CH:18]=[CH:19][N:15]([CH2:14][C@@H:13]([NH:12][C:9]([C:7]3[NH:6][N:5]=[C:4]([CH2:3][O:2][CH3:1])[CH:8]=3)=[O:11])[CH3:29])[N:16]=2)[CH:27]=[CH:26][C:23]=1[C:24]#[N:25], predict the reactants needed to synthesize it. The reactants are: [CH3:1][O:2][CH2:3][C:4]1[CH:8]=[C:7]([C:9]([OH:11])=O)[NH:6][N:5]=1.[NH2:12][C@@H:13]([CH3:29])[CH2:14][N:15]1[CH:19]=[CH:18][C:17]([C:20]2[CH:27]=[CH:26][C:23]([C:24]#[N:25])=[C:22]([Cl:28])[CH:21]=2)=[N:16]1. (3) Given the product [CH:30]1([C@@H:23]([C:19]2[CH:20]=[CH:21][CH:22]=[C:17]([O:16][CH2:15][C:5]3[CH:4]=[N:3][C:2]([C:39]4[CH:38]=[CH:37][N:36]=[C:35]([O:34][CH3:33])[CH:40]=4)=[C:7]([C:8]4[C:12]([CH3:14])([CH3:13])[CH2:11][CH2:10][CH:9]=4)[N:6]=3)[CH:18]=2)[CH2:24][C:25]([O:27][CH2:28][CH3:29])=[O:26])[CH2:32][CH2:31]1, predict the reactants needed to synthesize it. The reactants are: Cl[C:2]1[N:3]=[CH:4][C:5]([CH2:15][O:16][C:17]2[CH:18]=[C:19]([C@H:23]([CH:30]3[CH2:32][CH2:31]3)[CH2:24][C:25]([O:27][CH2:28][CH3:29])=[O:26])[CH:20]=[CH:21][CH:22]=2)=[N:6][C:7]=1[C:8]1[C:12]([CH3:14])([CH3:13])[CH2:11][CH2:10][CH:9]=1.[CH3:33][O:34][C:35]1[CH:40]=[C:39](B(O)O)[CH:38]=[CH:37][N:36]=1.C([O-])([O-])=O.[Cs+].[Cs+].O.